From a dataset of NCI-60 drug combinations with 297,098 pairs across 59 cell lines. Regression. Given two drug SMILES strings and cell line genomic features, predict the synergy score measuring deviation from expected non-interaction effect. (1) Drug 1: C1CC(=O)NC(=O)C1N2CC3=C(C2=O)C=CC=C3N. Drug 2: CNC(=O)C1=NC=CC(=C1)OC2=CC=C(C=C2)NC(=O)NC3=CC(=C(C=C3)Cl)C(F)(F)F. Cell line: HS 578T. Synergy scores: CSS=10.7, Synergy_ZIP=-4.43, Synergy_Bliss=-3.33, Synergy_Loewe=-21.6, Synergy_HSA=-6.18. (2) Drug 1: CN1C(=O)N2C=NC(=C2N=N1)C(=O)N. Drug 2: CC1=C2C(C(=O)C3(C(CC4C(C3C(C(C2(C)C)(CC1OC(=O)C(C(C5=CC=CC=C5)NC(=O)OC(C)(C)C)O)O)OC(=O)C6=CC=CC=C6)(CO4)OC(=O)C)O)C)O. Cell line: CAKI-1. Synergy scores: CSS=-13.5, Synergy_ZIP=3.66, Synergy_Bliss=1.23, Synergy_Loewe=-7.14, Synergy_HSA=-6.74. (3) Drug 1: C1CN1P(=S)(N2CC2)N3CC3. Drug 2: CC1=C(C(=CC=C1)Cl)NC(=O)C2=CN=C(S2)NC3=CC(=NC(=N3)C)N4CCN(CC4)CCO. Cell line: HOP-62. Synergy scores: CSS=0.963, Synergy_ZIP=-2.67, Synergy_Bliss=4.69, Synergy_Loewe=1.54, Synergy_HSA=2.08. (4) Drug 1: C1C(C(OC1N2C=NC3=C(N=C(N=C32)Cl)N)CO)O. Drug 2: C1=CN(C=N1)CC(O)(P(=O)(O)O)P(=O)(O)O. Cell line: PC-3. Synergy scores: CSS=11.1, Synergy_ZIP=-2.92, Synergy_Bliss=0.743, Synergy_Loewe=-8.78, Synergy_HSA=-0.914. (5) Synergy scores: CSS=67.8, Synergy_ZIP=8.92, Synergy_Bliss=7.04, Synergy_Loewe=-5.58, Synergy_HSA=6.71. Cell line: HT29. Drug 2: CC1CCCC2(C(O2)CC(NC(=O)CC(C(C(=O)C(C1O)C)(C)C)O)C(=CC3=CSC(=N3)C)C)C. Drug 1: CCC1(CC2CC(C3=C(CCN(C2)C1)C4=CC=CC=C4N3)(C5=C(C=C6C(=C5)C78CCN9C7C(C=CC9)(C(C(C8N6C)(C(=O)OC)O)OC(=O)C)CC)OC)C(=O)OC)O.OS(=O)(=O)O. (6) Drug 1: COC1=CC(=CC(=C1O)OC)C2C3C(COC3=O)C(C4=CC5=C(C=C24)OCO5)OC6C(C(C7C(O6)COC(O7)C8=CC=CS8)O)O. Drug 2: CC(C)NC(=O)C1=CC=C(C=C1)CNNC.Cl. Cell line: U251. Synergy scores: CSS=48.1, Synergy_ZIP=6.22, Synergy_Bliss=6.54, Synergy_Loewe=-32.9, Synergy_HSA=6.13. (7) Drug 1: C(CC(=O)O)C(=O)CN.Cl. Drug 2: CC1C(C(CC(O1)OC2CC(CC3=C2C(=C4C(=C3O)C(=O)C5=C(C4=O)C(=CC=C5)OC)O)(C(=O)CO)O)N)O.Cl. Cell line: PC-3. Synergy scores: CSS=45.3, Synergy_ZIP=-4.04, Synergy_Bliss=-5.69, Synergy_Loewe=-4.36, Synergy_HSA=-2.67.